This data is from Reaction yield outcomes from USPTO patents with 853,638 reactions. The task is: Predict the reaction yield, written as a fraction of the theoretical maximum amount of product (1.0 means a 100% yield; for example, 0.34 means a 34% yield). (1) The reactants are [OH:1][C@H:2]1[CH2:19][CH2:18][C@@:17]2([CH3:20])[C:4](=[CH:5][CH2:6][C@@H:7]3[C@@H:16]2[CH2:15][CH2:14][C@@:12]2([CH3:13])[C@H:8]3[CH2:9][CH:10]=[C:11]2[N:21]2[CH:25]=[N:24][CH:23]=[N:22]2)[CH2:3]1.O.NN.C(O)(=O)C. The catalyst is CCO. The product is [OH:1][C@H:2]1[CH2:19][CH2:18][C@@:17]2([CH3:20])[C:4](=[CH:5][CH2:6][C@@H:7]3[C@@H:16]2[CH2:15][CH2:14][C@@:12]2([CH3:13])[C@H:8]3[CH2:9][CH2:10][C@@H:11]2[N:21]2[CH:25]=[N:24][CH:23]=[N:22]2)[CH2:3]1. The yield is 0.746. (2) The reactants are Br[C:2]1[CH:3]=[CH:4][C:5]2[S:9](=[O:11])(=[O:10])[N:8]([CH2:12][CH:13]([OH:18])[C:14]([NH:16][CH3:17])=[O:15])[CH:7]([CH3:19])[C:6]=2[CH:20]=1.[F:21][C:22]1[CH:30]=[C:29]2[C:25]([C:26](B3OC(C)(C)C(C)(C)O3)=[CH:27][N:28]2[C:31]([O:33][C:34]([CH3:37])([CH3:36])[CH3:35])=[O:32])=[CH:24][CH:23]=1.[O-]P([O-])([O-])=O.[K+].[K+].[K+]. The catalyst is O1CCOCC1.O.C1C=CC(P(C2C=CC=CC=2)[C-]2C=CC=C2)=CC=1.C1C=CC(P(C2C=CC=CC=2)[C-]2C=CC=C2)=CC=1.Cl[Pd]Cl.[Fe+2]. The product is [F:21][C:22]1[CH:30]=[C:29]2[C:25]([C:26]([C:2]3[CH:3]=[CH:4][C:5]4[S:9](=[O:11])(=[O:10])[N:8]([CH2:12][CH:13]([OH:18])[C:14]([NH:16][CH3:17])=[O:15])[CH:7]([CH3:19])[C:6]=4[CH:20]=3)=[CH:27][N:28]2[C:31]([O:33][C:34]([CH3:37])([CH3:36])[CH3:35])=[O:32])=[CH:24][CH:23]=1. The yield is 0.460. (3) The reactants are [OH-].[Na+].[CH3:3][O:4][C:5]1[CH:10]=[CH:9][C:8]([OH:11])=[CH:7][CH:6]=1.[CH2:12]([CH:14]1[O:16][CH2:15]1)Cl.CCOC(C)=O. The catalyst is O. The product is [CH3:3][O:4][C:5]1[CH:10]=[CH:9][C:8]([O:11][CH2:12][CH:14]2[CH2:15][O:16]2)=[CH:7][CH:6]=1. The yield is 0.480. (4) The product is [CH3:19][O:20]/[N:21]=[C:22](/[C:33]1[CH:38]=[CH:37][CH:36]=[CH:35][CH:34]=1)\[CH2:23][O:24][C:25]1[CH:30]=[CH:29][C:28]([CH2:31][O:1][C:2]2[CH:7]=[CH:6][C:5]([CH:8]([C:14]3[CH:18]=[CH:17][O:16][N:15]=3)[CH2:9][C:10]([O:12][CH3:13])=[O:11])=[CH:4][CH:3]=2)=[CH:27][CH:26]=1. The catalyst is C1COCC1. The yield is 0.275. The reactants are [OH:1][C:2]1[CH:7]=[CH:6][C:5]([CH:8]([C:14]2[CH:18]=[CH:17][O:16][N:15]=2)[CH2:9][C:10]([O:12][CH3:13])=[O:11])=[CH:4][CH:3]=1.[CH3:19][O:20]/[N:21]=[C:22](/[C:33]1[CH:38]=[CH:37][CH:36]=[CH:35][CH:34]=1)\[CH2:23][O:24][C:25]1[CH:30]=[CH:29][C:28]([CH2:31]O)=[CH:27][CH:26]=1.C1(P(C2C=CC=CC=2)C2C=CC=CC=2)C=CC=CC=1. (5) The yield is 0.990. The product is [C:36]([O:40][C:41]([N:43]1[CH2:48][CH2:47][N:46]([C:32]([C@H:29]2[CH2:28][CH2:27][C@H:26]([CH2:25][N:20]3[C:19]4[CH:35]=[C:15]([O:14][CH3:13])[CH:16]=[CH:17][C:18]=4[N:22]([CH3:23])[C:21]3=[O:24])[CH2:31][CH2:30]2)=[O:34])[CH2:45][CH2:44]1)=[O:42])([CH3:39])([CH3:37])[CH3:38]. The catalyst is CC#N. The reactants are C1N=CN(C(N2C=NC=C2)=O)C=1.[CH3:13][O:14][C:15]1[CH:16]=[CH:17][C:18]2[N:22]([CH3:23])[C:21](=[O:24])[N:20]([CH2:25][C@H:26]3[CH2:31][CH2:30][C@H:29]([C:32]([OH:34])=O)[CH2:28][CH2:27]3)[C:19]=2[CH:35]=1.[C:36]([O:40][C:41]([N:43]1[CH2:48][CH2:47][NH:46][CH2:45][CH2:44]1)=[O:42])([CH3:39])([CH3:38])[CH3:37]. (6) No catalyst specified. The reactants are CC1(C)[O:7][CH2:6][C:5]([NH:35]C(=O)OC(C)(C)C)([C:8]2[O:9][C:10]3[CH:16]=[CH:15][C:14]([C:17]4[N:21]=[C:20]([C:22]5[CH:27]=[CH:26][C:25]([O:28][CH2:29][CH2:30][CH3:31])=[C:24]([N+:32]([O-:34])=[O:33])[CH:23]=5)[O:19][N:18]=4)=[CH:13][C:11]=3[CH:12]=2)[CH2:4][O:3]1.ClC1C=C(C2ON=C(C3C=CC4OC(C5(NC(=O)OC(C)(C)C)COC(C)(C)OC5)=CC=4C=3)N=2)C=CC=1OCCC. The product is [NH2:35][C:5]([C:8]1[O:9][C:10]2[CH:16]=[CH:15][C:14]([C:17]3[N:21]=[C:20]([C:22]4[CH:27]=[CH:26][C:25]([O:28][CH2:29][CH2:30][CH3:31])=[C:24]([N+:32]([O-:34])=[O:33])[CH:23]=4)[O:19][N:18]=3)=[CH:13][C:11]=2[CH:12]=1)([CH2:4][OH:3])[CH2:6][OH:7]. The yield is 0.490. (7) The reactants are C[O:2][C:3]1[CH:8]=[CH:7][C:6]([P:9](=[O:25])([C:17]2[CH:22]=[CH:21][C:20]([O:23]C)=[CH:19][CH:18]=2)[C:10]2[CH:15]=[CH:14][C:13]([CH3:16])=[CH:12][CH:11]=2)=[CH:5][CH:4]=1.Br.[Br-].[K+].S([O-])([O-])=O.[Na+].[Na+].CBr. No catalyst specified. The product is [OH:2][C:3]1[CH:4]=[CH:5][C:6]([P:9](=[O:25])([C:17]2[CH:22]=[CH:21][C:20]([OH:23])=[CH:19][CH:18]=2)[C:10]2[CH:15]=[CH:14][C:13]([CH3:16])=[CH:12][CH:11]=2)=[CH:7][CH:8]=1. The yield is 0.770. (8) The product is [C:20]([O:19][C:17]([NH:14][C:13]([CH3:25])([CH3:24])[CH2:12][CH:11]([C:8]1[CH:9]=[CH:10][C:5]([Cl:4])=[CH:6][CH:7]=1)[C:15]([OH:1])=[O:16])=[O:18])([CH3:23])([CH3:22])[CH3:21]. The yield is 0.632. The catalyst is C1COCC1.CO.O. The reactants are [OH2:1].[OH-].[Li+].[Cl:4][C:5]1[CH:10]=[CH:9][C:8]([CH:11]2[C:15](=[O:16])[N:14]([C:17]([O:19][C:20]([CH3:23])([CH3:22])[CH3:21])=[O:18])[C:13]([CH3:25])([CH3:24])[CH2:12]2)=[CH:7][CH:6]=1. (9) The reactants are [CH2:1]1[O:13][C:12]2[CH:11]=[C:10]3[C:5]([C:6]([N:14]([CH:28]([CH3:33])[CH2:29][N:30]([CH3:32])[CH3:31])[C:15](=[O:27])[C:16]4[CH:21]=[C:20]([O:22][CH3:23])[C:19]([O:24][CH3:25])=[CH:18][C:17]=4I)=[CH:7][CH:8]=[N:9]3)=[CH:4][C:3]=2[O:2]1.[K+].[Br-]. No catalyst specified. The product is [CH3:23][O:22][C:20]1[C:19]([O:24][CH3:25])=[CH:18][C:17]2[C:7]3[C:6](=[C:5]4[CH:4]=[C:3]5[O:2][CH2:1][O:13][C:12]5=[CH:11][C:10]4=[N:9][CH:8]=3)[N:14]([CH:28]([CH3:33])[CH2:29][N:30]([CH3:32])[CH3:31])[C:15](=[O:27])[C:16]=2[CH:21]=1. The yield is 0.304. (10) The reactants are [Br:1][C:2]1[CH:3]=[CH:4][C:5]([F:16])=[C:6]([C@:8]2([CH3:15])[CH2:13][O:12][CH2:11][C:10]([NH2:14])=[N:9]2)[CH:7]=1.[CH3:17][O:18][C:19]1[CH:24]=[CH:23][C:22]([C:25](Cl)([C:32]2[CH:37]=[CH:36][C:35]([O:38][CH3:39])=[CH:34][CH:33]=2)[C:26]2[CH:31]=[CH:30][CH:29]=[CH:28][CH:27]=2)=[CH:21][CH:20]=1. No catalyst specified. The product is [CH3:39][O:38][C:35]1[CH:34]=[CH:33][C:32]([C:25]([NH:14][C:10]2[CH2:11][O:12][CH2:13][C@:8]([C:6]3[CH:7]=[C:2]([Br:1])[CH:3]=[CH:4][C:5]=3[F:16])([CH3:15])[N:9]=2)([C:22]2[CH:21]=[CH:20][C:19]([O:18][CH3:17])=[CH:24][CH:23]=2)[C:26]2[CH:31]=[CH:30][CH:29]=[CH:28][CH:27]=2)=[CH:37][CH:36]=1. The yield is 0.720.